This data is from Reaction yield outcomes from USPTO patents with 853,638 reactions. The task is: Predict the reaction yield, written as a fraction of the theoretical maximum amount of product (1.0 means a 100% yield; for example, 0.34 means a 34% yield). (1) The reactants are [Cl:1][C:2]1[CH:7]=[C:6]([O:8][C:9]2[C:18]3[C:13](=[CH:14][C:15]([OH:21])=[C:16]([O:19][CH3:20])[CH:17]=3)[N:12]=[CH:11][CH:10]=2)[CH:5]=[CH:4][C:3]=1[NH:22][C:23]([NH:25][CH2:26][CH2:27][CH3:28])=[O:24].C(=O)([O-])[O-].[K+].[K+].Cl.Cl[CH2:37][C:38]1[CH:43]=[CH:42][N:41]=[CH:40][CH:39]=1.O. The catalyst is CN(C)C=O. The product is [Cl:1][C:2]1[CH:7]=[C:6]([O:8][C:9]2[C:18]3[C:13](=[CH:14][C:15]([O:21][CH2:37][C:38]4[CH:43]=[CH:42][N:41]=[CH:40][CH:39]=4)=[C:16]([O:19][CH3:20])[CH:17]=3)[N:12]=[CH:11][CH:10]=2)[CH:5]=[CH:4][C:3]=1[NH:22][C:23]([NH:25][CH2:26][CH2:27][CH3:28])=[O:24]. The yield is 0.710. (2) The reactants are [F:1][C:2]1[CH:7]=[CH:6][C:5]([C:8]2[C:12]3[N:13]=[CH:14][NH:15][C:16](=[O:17])[C:11]=3[S:10][CH:9]=2)=[CH:4][CH:3]=1.[O:18]1[C:20]2([CH2:25][CH2:24][N:23]([C:26]([O:28][C:29]([CH3:32])([CH3:31])[CH3:30])=[O:27])[CH2:22][CH2:21]2)[CH2:19]1.C(=O)([O-])[O-].[Cs+].[Cs+]. The catalyst is CN(C=O)C.C(OCC)(=O)C. The product is [F:1][C:2]1[CH:3]=[CH:4][C:5]([C:8]2[C:12]3[N:13]=[CH:14][N:15]([CH2:19][C:20]4([OH:18])[CH2:21][CH2:22][N:23]([C:26]([O:28][C:29]([CH3:32])([CH3:31])[CH3:30])=[O:27])[CH2:24][CH2:25]4)[C:16](=[O:17])[C:11]=3[S:10][CH:9]=2)=[CH:6][CH:7]=1. The yield is 0.750. (3) The reactants are [F:1][C:2]1[CH:31]=[C:30]([F:32])[CH:29]=[CH:28][C:3]=1[O:4][C:5]1[CH:10]=[CH:9][C:8]([S:11]([CH3:14])(=[O:13])=[O:12])=[CH:7][C:6]=1[C:15]1[C:16]2[CH:25]=[C:24]([CH:26]=[O:27])[NH:23][C:17]=2[C:18](=[O:22])[N:19]([CH3:21])[CH:20]=1.[CH3:33][Mg]Br.Cl. The catalyst is O1CCCC1. The product is [F:1][C:2]1[CH:31]=[C:30]([F:32])[CH:29]=[CH:28][C:3]=1[O:4][C:5]1[CH:10]=[CH:9][C:8]([S:11]([CH3:14])(=[O:12])=[O:13])=[CH:7][C:6]=1[C:15]1[C:16]2[CH:25]=[C:24]([CH:26]([OH:27])[CH3:33])[NH:23][C:17]=2[C:18](=[O:22])[N:19]([CH3:21])[CH:20]=1. The yield is 0.240.